From a dataset of Forward reaction prediction with 1.9M reactions from USPTO patents (1976-2016). Predict the product of the given reaction. (1) The product is: [Br:2][C:3]1[CH:8]=[CH:7][C:6]2[C:22]3[CH2:21][CH2:20][N:19]([C:23]([O:25][C:26]([CH3:29])([CH3:28])[CH3:27])=[O:24])[CH2:18][C:17]=3[O:9][C:5]=2[CH:4]=1. Given the reactants Cl.[Br:2][C:3]1[CH:4]=[C:5]([O:9]N)[CH:6]=[CH:7][CH:8]=1.S(=O)(=O)(O)O.O=[C:17]1[CH2:22][CH2:21][CH2:20][N:19]([C:23]([O:25][C:26]([CH3:29])([CH3:28])[CH3:27])=[O:24])[CH2:18]1.[OH-].[Na+].C([O-])([O-])=O.[K+].[K+].CC(OC(OC(OC(C)(C)C)=O)=O)(C)C, predict the reaction product. (2) Given the reactants [CH3:1][S:2]([CH2:5][C:6]1[CH:11]=[C:10]([N:12]2[CH2:17][CH2:16][O:15][CH2:14][CH2:13]2)[N:9]=[C:8]([C:18]2[CH:24]=[CH:23][C:21]([NH2:22])=[CH:20][CH:19]=2)[N:7]=1)(=[O:4])=[O:3].[CH3:25][S:26](Cl)(=[O:28])=[O:27].O, predict the reaction product. The product is: [CH3:1][S:2]([CH2:5][C:6]1[CH:11]=[C:10]([N:12]2[CH2:17][CH2:16][O:15][CH2:14][CH2:13]2)[N:9]=[C:8]([C:18]2[CH:24]=[CH:23][C:21]([NH:22][S:26]([CH3:25])(=[O:28])=[O:27])=[CH:20][CH:19]=2)[N:7]=1)(=[O:4])=[O:3]. (3) Given the reactants [CH3:1][C:2]1[N:6]=[C:5]([CH3:7])[S:4][C:3]=1/[CH:8]=[CH:9]/[C:10](N(C)C)=O.[CH3:15][O:16][C:17]1[CH:18]=[C:19]([NH:25][C:26]([NH2:28])=[NH:27])[CH:20]=[C:21]([O:23][CH3:24])[CH:22]=1, predict the reaction product. The product is: [CH3:15][O:16][C:17]1[CH:18]=[C:19]([NH:25][C:26]2[N:28]=[C:8]([C:3]3[S:4][C:5]([CH3:7])=[N:6][C:2]=3[CH3:1])[CH:9]=[CH:10][N:27]=2)[CH:20]=[C:21]([O:23][CH3:24])[CH:22]=1. (4) Given the reactants Br[C:2]1[C:12]2[O:11][CH2:10][CH2:9][N:8]([C:13]([O:15][C:16]([CH3:19])([CH3:18])[CH3:17])=[O:14])[CH2:7][C:6]=2[CH:5]=[CH:4][CH:3]=1.[S:20]1[CH:24]=[CH:23][CH:22]=[C:21]1B(O)O.O, predict the reaction product. The product is: [S:20]1[CH:24]=[CH:23][CH:22]=[C:21]1[C:2]1[C:12]2[O:11][CH2:10][CH2:9][N:8]([C:13]([O:15][C:16]([CH3:19])([CH3:18])[CH3:17])=[O:14])[CH2:7][C:6]=2[CH:5]=[CH:4][CH:3]=1.